This data is from Full USPTO retrosynthesis dataset with 1.9M reactions from patents (1976-2016). The task is: Predict the reactants needed to synthesize the given product. (1) Given the product [Br:4][CH2:5][C:6]1[C:15]([Cl:16])=[CH:14][CH:13]=[CH:12][C:7]=1[CH2:8][OH:9], predict the reactants needed to synthesize it. The reactants are: ClCCl.[Br:4][CH2:5][C:6]1[C:15]([Cl:16])=[CH:14][CH:13]=[CH:12][C:7]=1[C:8](OC)=[O:9].[H-].C([Al+]CC(C)C)C(C)C.CCCCCC.[C@H](O)(C([O-])=O)[C@@H](O)C([O-])=O.[Na+].[K+]. (2) Given the product [O:37]1[CH:38]=[CH:39][CH:40]=[C:36]1[C:18]1[N:19]([C:24]([O:26][C:27]([CH3:28])([CH3:29])[CH3:30])=[O:25])[CH2:20][CH2:21][O:22][CH:23]=1, predict the reactants needed to synthesize it. The reactants are: O(P(O[C:18]1[N:19]([C:24]([O:26][C:27]([CH3:30])([CH3:29])[CH3:28])=[O:25])[CH2:20][CH2:21][O:22][CH:23]=1)(OC1C=CC=CC=1)=O)C1C=CC=CC=1.C([Sn](CCCC)(CCCC)[C:36]1[O:37][CH:38]=[CH:39][CH:40]=1)CCC.